Regression/Classification. Given a drug SMILES string, predict its toxicity properties. Task type varies by dataset: regression for continuous values (e.g., LD50, hERG inhibition percentage) or binary classification for toxic/non-toxic outcomes (e.g., AMES mutagenicity, cardiotoxicity, hepatotoxicity). Dataset: clintox. From a dataset of Clinical trial toxicity outcomes and FDA approval status for drugs. (1) The drug is O=C([O-])CNC(=O)c1ccccc1. The result is 0 (passed clinical trial). (2) The molecule is CC[C@H](OC(C)=O)C(C[C@H](C)[NH+](C)C)(c1ccccc1)c1ccccc1. The result is 0 (passed clinical trial). (3) The drug is C#C[C@]1(O)CC[C@H]2[C@@H]3CCc4cc(OC)ccc4[C@H]3CC[C@@]21C. The result is 0 (passed clinical trial). (4) The result is 0 (passed clinical trial). The compound is O=C1CN2Cc3c(ccc(Cl)c3Cl)[NH+]=C2N1. (5) The compound is COc1ccc2c3c1O[C@H]1C(=O)CC[C@H]4[C@@H](C2)[NH+](C)CC[C@]314. The result is 0 (passed clinical trial).